The task is: Regression/Classification. Given a drug SMILES string, predict its absorption, distribution, metabolism, or excretion properties. Task type varies by dataset: regression for continuous measurements (e.g., permeability, clearance, half-life) or binary classification for categorical outcomes (e.g., BBB penetration, CYP inhibition). Dataset: cyp3a4_veith.. This data is from CYP3A4 inhibition data for predicting drug metabolism from PubChem BioAssay. (1) The drug is C/C(=N/O)[C@@H]1C[C@H](CC(=O)O)C1(C)C. The result is 0 (non-inhibitor). (2) The drug is Br.N=c1n(CCN2CCOCC2)c2ccccc2n1CC(=O)c1ccc(Cl)c(Cl)c1. The result is 0 (non-inhibitor).